From a dataset of Forward reaction prediction with 1.9M reactions from USPTO patents (1976-2016). Predict the product of the given reaction. (1) The product is: [Cl:30][C:25]1[CH:24]=[C:23]([CH:21]([OH:22])[CH2:20][N:9]([CH2:8][C:5]2[CH:6]=[CH:7][C:2]([F:1])=[C:3]([O:11][CH3:12])[CH:4]=2)[CH3:10])[CH:28]=[CH:27][C:26]=1[Cl:29]. Given the reactants [F:1][C:2]1[CH:7]=[CH:6][C:5]([CH2:8][NH:9][CH3:10])=[CH:4][C:3]=1[O:11][CH3:12].C(=O)([O-])[O-].[K+].[K+].Br[CH2:20][C:21]([C:23]1[CH:28]=[CH:27][C:26]([Cl:29])=[C:25]([Cl:30])[CH:24]=1)=[O:22].[BH4-].[Na+], predict the reaction product. (2) Given the reactants [CH3:1][C:2]1[NH:3][C:4]2[C:9]([C:10]=1[CH3:11])=[CH:8][C:7]([C:12]([O:14][CH2:15][CH:16]=[CH2:17])=[O:13])=[CH:6][CH:5]=2.Br[CH2:19][C:20]1[CH:21]=[C:22]([CH:30]=[CH:31][CH:32]=1)[O:23][C@@H:24]([CH3:29])[C:25]([O:27][CH3:28])=[O:26].[H-].[Na+], predict the reaction product. The product is: [CH3:28][O:27][C:25](=[O:26])[C@@H:24]([O:23][C:22]1[CH:21]=[C:20]([CH:32]=[CH:31][CH:30]=1)[CH2:19][N:3]1[C:4]2[C:9](=[CH:8][C:7]([C:12]([O:14][CH2:15][CH:16]=[CH2:17])=[O:13])=[CH:6][CH:5]=2)[C:10]([CH3:11])=[C:2]1[CH3:1])[CH3:29]. (3) Given the reactants [C:1]([O:5][CH:6]([C:12]1[C:21]([CH3:22])=[C:20](C)[C:19]2[C:14](=[CH:15][CH:16]=[CH:17][CH:18]=2)[C:13]=1[C:24]1[CH:29]=[CH:28][C:27]([Cl:30])=[CH:26][CH:25]=1)[C:7]([O:9]CC)=[O:8])([CH3:4])([CH3:3])[CH3:2].[N:31]1[CH:36]=[C:35](B(O)O)[CH:34]=[N:33][CH:32]=1, predict the reaction product. The product is: [C:1]([O:5][CH:6]([C:12]1[C:21]([CH3:22])=[C:20]([C:35]2[CH:36]=[N:31][CH:32]=[N:33][CH:34]=2)[C:19]2[C:14](=[CH:15][CH:16]=[CH:17][CH:18]=2)[C:13]=1[C:24]1[CH:25]=[CH:26][C:27]([Cl:30])=[CH:28][CH:29]=1)[C:7]([OH:9])=[O:8])([CH3:4])([CH3:2])[CH3:3]. (4) Given the reactants [C:1]12([C:11]3[CH:12]=[C:13]([C:25]4[N:30]=[C:29](C=O)[CH:28]=[CH:27][CH:26]=4)[CH:14]=[CH:15][C:16]=3[O:17][Si:18]([C:21]([CH3:24])([CH3:23])[CH3:22])([CH3:20])[CH3:19])[CH2:10][CH:5]3[CH2:6][CH:7]([CH2:9][CH:3]([CH2:4]3)[CH2:2]1)[CH2:8]2.[S:33]1[CH2:39][C:37](=[O:38])[NH:36][C:34]1=S.[NH:40]1[CH2:45][CH2:44][O:43][CH2:42][CH2:41]1, predict the reaction product. The product is: [C:1]12([C:11]3[CH:12]=[C:13]([C:25]4[N:30]=[C:29]([CH:39]5[S:33][C:34]([N:40]6[CH2:45][CH2:44][O:43][CH2:42][CH2:41]6)=[N:36][C:37]5=[O:38])[CH:28]=[CH:27][CH:26]=4)[CH:14]=[CH:15][C:16]=3[O:17][Si:18]([C:21]([CH3:22])([CH3:23])[CH3:24])([CH3:20])[CH3:19])[CH2:10][CH:5]3[CH2:6][CH:7]([CH2:9][CH:3]([CH2:4]3)[CH2:2]1)[CH2:8]2.